From a dataset of Catalyst prediction with 721,799 reactions and 888 catalyst types from USPTO. Predict which catalyst facilitates the given reaction. Reactant: [Br:1][C:2]1[CH:10]=[C:9]2[C:5]([C:6](=O)[C:7](=[O:11])[NH:8]2)=[CH:4][CH:3]=1.C(O)(=O)[CH2:14][C:15]([OH:17])=[O:16].C([O-])(=O)C.[Na+]. Product: [Br:1][C:2]1[CH:10]=[C:9]2[C:5]([C:14]([C:15]([OH:17])=[O:16])=[CH:6][C:7](=[O:11])[NH:8]2)=[CH:4][CH:3]=1. The catalyst class is: 15.